This data is from Full USPTO retrosynthesis dataset with 1.9M reactions from patents (1976-2016). The task is: Predict the reactants needed to synthesize the given product. Given the product [C:1]([O:5][C:6]([N:8]1[CH2:13][CH2:12][N:11]2[C:14]([CH2:18][CH3:19])=[N:15][C:16]([C:36]([OH:38])=[O:37])=[C:10]2[CH:9]1[CH2:20][CH2:21][C:22]1[CH:27]=[CH:26][C:25]([C:28]([F:31])([F:30])[F:29])=[CH:24][CH:23]=1)=[O:7])([CH3:4])([CH3:3])[CH3:2], predict the reactants needed to synthesize it. The reactants are: [C:1]([O:5][C:6]([N:8]1[CH2:13][CH2:12][N:11]2[C:14]([CH2:18][CH3:19])=[N:15][C:16](I)=[C:10]2[CH:9]1[CH2:20][CH2:21][C:22]1[CH:27]=[CH:26][C:25]([C:28]([F:31])([F:30])[F:29])=[CH:24][CH:23]=1)=[O:7])([CH3:4])([CH3:3])[CH3:2].C([Mg]Br)C.[C:36](=[O:38])=[O:37].O.